This data is from Catalyst prediction with 721,799 reactions and 888 catalyst types from USPTO. The task is: Predict which catalyst facilitates the given reaction. Reactant: [OH:1][N:2]1[C:7]([CH3:9])([CH3:8])[CH2:6][CH:5]([O:10][C:11](=[O:18])[C:12]2[CH:17]=[CH:16][CH:15]=[CH:14][CH:13]=2)[CH2:4][C:3]1([CH3:20])[CH3:19].[C:21](Cl)(=[O:39])[CH2:22][CH2:23][CH2:24][CH2:25][CH2:26][CH2:27][CH2:28][CH2:29][CH2:30][CH2:31][CH2:32][CH2:33][CH2:34][CH2:35][CH2:36][CH2:37][CH3:38]. Product: [C:11]([O:10][CH:5]1[CH2:6][C:7]([CH3:9])([CH3:8])[N:2]([O:1][C:21](=[O:39])[CH2:22][CH2:23][CH2:24][CH2:25][CH2:26][CH2:27][CH2:28][CH2:29][CH2:30][CH2:31][CH2:32][CH2:33][CH2:34][CH2:35][CH2:36][CH2:37][CH3:38])[C:3]([CH3:20])([CH3:19])[CH2:4]1)(=[O:18])[C:12]1[CH:17]=[CH:16][CH:15]=[CH:14][CH:13]=1. The catalyst class is: 15.